From a dataset of Reaction yield outcomes from USPTO patents with 853,638 reactions. Predict the reaction yield, written as a fraction of the theoretical maximum amount of product (1.0 means a 100% yield; for example, 0.34 means a 34% yield). (1) The reactants are [C:1]([O:5][C:6](=[O:33])[CH:7]=[CH:8][CH:9]1[O:13][N:12]=[C:11]([C:14]2[CH:19]=[CH:18][C:17]([O:20][CH2:21][C:22]3[C:31]4[C:26](=[CH:27][CH:28]=[CH:29][CH:30]=4)[N:25]=[C:24]([CH3:32])[CH:23]=3)=[CH:16][CH:15]=2)[CH2:10]1)([CH3:4])([CH3:3])[CH3:2].[NH3:34]. The catalyst is CO. The product is [C:1]([O:5][C:6](=[O:33])[CH2:7][CH:8]([NH2:34])[CH:9]1[O:13][N:12]=[C:11]([C:14]2[CH:15]=[CH:16][C:17]([O:20][CH2:21][C:22]3[C:31]4[C:26](=[CH:27][CH:28]=[CH:29][CH:30]=4)[N:25]=[C:24]([CH3:32])[CH:23]=3)=[CH:18][CH:19]=2)[CH2:10]1)([CH3:4])([CH3:3])[CH3:2]. The yield is 0.970. (2) The reactants are [CH:1]([C:3]1[CH:4]=[C:5]([C:9]2[CH:23]=[C:22]([C:24]([F:27])([F:26])[F:25])[CH:21]=[CH:20][C:10]=2[O:11][CH2:12][C:13]([O:15]C(C)(C)C)=[O:14])[CH:6]=[CH:7][CH:8]=1)=O.[NH2:28][C:29]1[CH:34]=[CH:33][CH:32]=[CH:31][CH:30]=1.C([O-])([O-])=O.[K+].[K+].Cl[C:42]([O:44][CH2:45][CH2:46][CH2:47][CH3:48])=[O:43]. The catalyst is C(Cl)Cl. The product is [CH2:45]([O:44][C:42]([N:28]([CH2:1][C:3]1[CH:4]=[C:5]([C:9]2[CH:23]=[C:22]([C:24]([F:26])([F:27])[F:25])[CH:21]=[CH:20][C:10]=2[O:11][CH2:12][C:13]([OH:15])=[O:14])[CH:6]=[CH:7][CH:8]=1)[C:29]1[CH:34]=[CH:33][CH:32]=[CH:31][CH:30]=1)=[O:43])[CH2:46][CH2:47][CH3:48]. The yield is 0.900. (3) The reactants are [CH2:1]([C:5]1[CH:6]=[C:7]2[C:12](=[C:13]([O:15][CH:16]3[CH2:21][CH2:20][NH:19][CH2:18][CH2:17]3)[CH:14]=1)[N:11]=[CH:10][CH:9]=[CH:8]2)[CH2:2][CH2:3][CH3:4].[I-].[Na+].C(=O)(O)[O-].[Na+].[CH3:29][C:30]([S:33]([CH2:36][CH2:37][Cl:38])(=[O:35])=[O:34])([CH3:32])[CH3:31]. The catalyst is CN(C=O)C.CO. The product is [ClH:38].[ClH:38].[CH2:1]([C:5]1[CH:6]=[C:7]2[C:12](=[C:13]([O:15][CH:16]3[CH2:17][CH2:18][N:19]([CH2:37][CH2:36][S:33]([C:30]([CH3:32])([CH3:31])[CH3:29])(=[O:35])=[O:34])[CH2:20][CH2:21]3)[CH:14]=1)[N:11]=[CH:10][CH:9]=[CH:8]2)[CH2:2][CH2:3][CH3:4]. The yield is 0.0800. (4) The reactants are CO[C:3](=[O:24])[C:4]1[CH:9]=[CH:8][C:7]([O:10][CH2:11][C:12]2[C:13]([C:18]3[CH:23]=[CH:22][CH:21]=[CH:20][N:19]=3)=[N:14][O:15][C:16]=2[CH3:17])=[N:6][CH:5]=1.[CH:25]1([NH2:28])[CH2:27][CH2:26]1. No catalyst specified. The product is [CH:25]1([NH:28][C:3](=[O:24])[C:4]2[CH:9]=[CH:8][C:7]([O:10][CH2:11][C:12]3[C:13]([C:18]4[CH:23]=[CH:22][CH:21]=[CH:20][N:19]=4)=[N:14][O:15][C:16]=3[CH3:17])=[N:6][CH:5]=2)[CH2:27][CH2:26]1. The yield is 0.820. (5) The reactants are [Br:1][C:2]1[CH:3]=[CH:4][C:5](F)=[C:6]([C:8](=O)[CH3:9])[CH:7]=1.[NH2:12][NH2:13]. The catalyst is O. The product is [Br:1][C:2]1[CH:7]=[C:6]2[C:5](=[CH:4][CH:3]=1)[NH:13][N:12]=[C:8]2[CH3:9]. The yield is 0.940. (6) The reactants are [O:8]=[C:5]1[CH2:4][O:3][C:5](=[O:8])[CH2:4][O:3]1.[CH2:9]([NH:12][CH2:13][CH2:14][CH3:15])[CH2:10][CH3:11]. The catalyst is C1(C)C=CC=CC=1. The product is [N:12]([C:5]([CH2:4][OH:3])=[O:8])([CH2:13][CH2:14][CH3:15])[CH2:9][CH2:10][CH3:11]. The yield is 0.660. (7) The reactants are [NH2:1][C:2]1[N:7]=[CH:6][N:5]=[C:4]2[N:8]([CH2:25][C@H:26]([NH:28][C:29](=[O:33])[CH2:30][C:31]#[N:32])[CH3:27])[N:9]=[C:10]([C:11]3[CH:16]=[CH:15][C:14]([O:17][C:18]4[CH:23]=[CH:22][CH:21]=[CH:20][CH:19]=4)=[CH:13][C:12]=3[F:24])[C:3]=12.[CH3:34][C:35]([NH:39][C:40](=[O:46])[O:41][C:42]([CH3:45])([CH3:44])[CH3:43])([CH3:38])[CH:36]=O. The catalyst is C(O)C. The product is [NH2:1][C:2]1[N:7]=[CH:6][N:5]=[C:4]2[N:8]([CH2:25][C@H:26]([NH:28][C:29](=[O:33])[C:30]([C:31]#[N:32])=[CH:38][C:35]([NH:39][C:40](=[O:46])[O:41][C:42]([CH3:45])([CH3:44])[CH3:43])([CH3:34])[CH3:36])[CH3:27])[N:9]=[C:10]([C:11]3[CH:16]=[CH:15][C:14]([O:17][C:18]4[CH:19]=[CH:20][CH:21]=[CH:22][CH:23]=4)=[CH:13][C:12]=3[F:24])[C:3]=12. The yield is 0.350.